This data is from Catalyst prediction with 721,799 reactions and 888 catalyst types from USPTO. The task is: Predict which catalyst facilitates the given reaction. (1) Product: [F:1][C:2]1[CH:10]=[C:9]2[C:5]([CH:6]=[CH:7][NH:8]2)=[CH:4][C:3]=1[CH2:11][NH2:12]. The catalyst class is: 834. Reactant: [F:1][C:2]1[CH:10]=[C:9]2[C:5]([CH:6]=[CH:7][NH:8]2)=[CH:4][C:3]=1[CH:11]=[N:12]O. (2) Reactant: [Br:1][C:2]1[CH:6]=[N:5][N:4]([CH3:7])[C:3]=1[C:8]1[CH:9]=[C:10]([NH2:23])[CH:11]=[CH:12][C:13]=1[O:14][CH2:15][C:16]1[CH:21]=[CH:20][C:19]([Cl:22])=[CH:18][CH:17]=1.[F:24][C:25]1[CH:30]=[CH:29][C:28]([N:31]=[C:32]=[O:33])=[CH:27][CH:26]=1. Product: [Br:1][C:2]1[CH:6]=[N:5][N:4]([CH3:7])[C:3]=1[C:8]1[CH:9]=[C:10]([NH:23][C:32]([NH:31][C:28]2[CH:29]=[CH:30][C:25]([F:24])=[CH:26][CH:27]=2)=[O:33])[CH:11]=[CH:12][C:13]=1[O:14][CH2:15][C:16]1[CH:21]=[CH:20][C:19]([Cl:22])=[CH:18][CH:17]=1. The catalyst class is: 2. (3) Reactant: [C:1]([O:5][C:6]([NH:8][CH2:9][C:10]1[CH:11]=[C:12]([NH:16][C:17](=[O:22])[C:18]([O:20]C)=[O:19])[CH:13]=[CH:14][CH:15]=1)=[O:7])([CH3:4])([CH3:3])[CH3:2].[OH-].[Na+]. Product: [C:1]([O:5][C:6]([NH:8][CH2:9][C:10]1[CH:11]=[C:12]([NH:16][C:17](=[O:22])[C:18]([OH:20])=[O:19])[CH:13]=[CH:14][CH:15]=1)=[O:7])([CH3:4])([CH3:2])[CH3:3]. The catalyst class is: 24. (4) Reactant: Cl[CH2:2][CH2:3][CH2:4][N:5]1[C:10]2[CH:11]=[CH:12][CH:13]=[C:14]([F:15])[C:9]=2[O:8][CH2:7][C:6]1=[O:16].C([O-])([O-])=O.[K+].[K+].[Na+].[I-].[CH2:25]([CH:29]1[CH2:34][CH2:33][NH:32][CH2:31][CH2:30]1)[CH2:26][CH2:27][CH3:28]. Product: [CH2:25]([CH:29]1[CH2:34][CH2:33][N:32]([CH2:2][CH2:3][CH2:4][N:5]2[C:10]3[CH:11]=[CH:12][CH:13]=[C:14]([F:15])[C:9]=3[O:8][CH2:7][C:6]2=[O:16])[CH2:31][CH2:30]1)[CH2:26][CH2:27][CH3:28]. The catalyst class is: 61. (5) The catalyst class is: 2. Product: [Cl:1][C:2]1[CH:3]=[N:4][C:5]([NH:11][CH:12]2[CH2:15][C:14]([F:17])([F:16])[CH2:13]2)=[C:6]([CH:10]=1)[C:7]([NH:23][C:19]([CH3:20])([C:21]#[CH:22])[CH3:18])=[O:9]. Reactant: [Cl:1][C:2]1[CH:3]=[N:4][C:5]([NH:11][CH:12]2[CH2:15][C:14]([F:17])([F:16])[CH2:13]2)=[C:6]([CH:10]=1)[C:7]([OH:9])=O.[CH3:18][C:19]([NH2:23])([C:21]#[CH:22])[CH3:20].C1C=CC2N(O)N=NC=2C=1.CCN=C=NCCCN(C)C.CCN(C(C)C)C(C)C.